From a dataset of Full USPTO retrosynthesis dataset with 1.9M reactions from patents (1976-2016). Predict the reactants needed to synthesize the given product. (1) Given the product [CH2:13]([O:12][C:11]([NH:10][C@H:7]1[CH2:8][CH2:9][N:4]([C:1]2[O:3][C:26]([CH3:36])=[C:27]([C:28]([O:30][CH2:31][CH2:32][CH2:33][CH3:34])=[O:29])[N:2]=2)[CH2:5][C@H:6]1[O:21][CH2:22][CH2:23][CH3:24])=[O:20])[C:14]1[CH:15]=[CH:16][CH:17]=[CH:18][CH:19]=1, predict the reactants needed to synthesize it. The reactants are: [C:1]([N:4]1[CH2:9][CH2:8][C@H:7]([NH:10][C:11](=[O:20])[O:12][CH2:13][C:14]2[CH:19]=[CH:18][CH:17]=[CH:16][CH:15]=2)[C@H:6]([O:21][CH2:22][CH2:23][CH3:24])[CH2:5]1)(=[O:3])[NH2:2].Br[CH:26]([CH3:36])[C:27](=O)[C:28]([O:30][CH2:31][CH2:32][CH2:33][CH3:34])=[O:29].C(=O)(O)[O-].[Na+]. (2) Given the product [OH:36][C:26]1[C:25](=[O:24])[N:14]([C:15]2[N:16]=[N:17][C:18]([CH3:21])=[CH:19][CH:20]=2)[CH:8]([C:7]2[CH:10]=[CH:11][C:4]([O:3][C:2]([F:13])([F:12])[F:1])=[CH:5][CH:6]=2)[C:27]=1[C:28]([C:29]1[CH:30]=[CH:31][N:32]=[CH:33][CH:34]=1)=[O:35], predict the reactants needed to synthesize it. The reactants are: [F:1][C:2]([F:13])([F:12])[O:3][C:4]1[CH:11]=[CH:10][C:7]([CH:8]=O)=[CH:6][CH:5]=1.[NH2:14][C:15]1[N:16]=[N:17][C:18]([CH3:21])=[CH:19][CH:20]=1.C([O:24][C:25](=O)[C:26]([OH:36])=[CH:27][C:28](=[O:35])[C:29]1[CH:34]=[CH:33][N:32]=[CH:31][CH:30]=1)C. (3) The reactants are: C([N:8]1[CH2:13][CH2:12][N:11]([C:14]2[N:15]=[C:16]([C:28]3[CH:29]=[C:30]4[C:34](=[CH:35][CH:36]=3)[N:33](CC3C=CC(OC)=CC=3)[N:32]=[C:31]4[CH3:46])[N:17]=[N:18][C:19]=2[CH2:20][CH2:21][C:22]2[CH:27]=[CH:26][CH:25]=[CH:24][CH:23]=2)[CH2:10][CH2:9]1)(OC(C)(C)C)=O.FC(F)(F)C(O)=O. Given the product [CH3:46][C:31]1[C:30]2[C:34](=[CH:35][CH:36]=[C:28]([C:16]3[N:17]=[N:18][C:19]([CH2:20][CH2:21][C:22]4[CH:27]=[CH:26][CH:25]=[CH:24][CH:23]=4)=[C:14]([N:11]4[CH2:10][CH2:9][NH:8][CH2:13][CH2:12]4)[N:15]=3)[CH:29]=2)[NH:33][N:32]=1, predict the reactants needed to synthesize it. (4) Given the product [CH2:1]([C@H:8]([NH:30][C:31](=[O:50])[C@H:32]([CH:47]([CH3:49])[CH3:48])[NH:33][C:34]([N:36]([CH2:38][C:39]1[N:40]=[C:41]([CH:44]([CH3:45])[CH3:46])[S:42][CH:43]=1)[CH3:37])=[O:35])[CH2:9][C@H:10]([O:29][CH:51]([S:55][CH2:56][CH:57]([CH3:59])[CH3:58])[CH:52]([CH3:54])[CH3:53])[C@@H:11]([NH:19][C:20]([O:22][CH2:23][C:24]1[S:28][CH:27]=[N:26][CH:25]=1)=[O:21])[CH2:12][C:13]1[CH:18]=[CH:17][CH:16]=[CH:15][CH:14]=1)[C:2]1[CH:3]=[CH:4][CH:5]=[CH:6][CH:7]=1, predict the reactants needed to synthesize it. The reactants are: [CH2:1]([C@H:8]([NH:30][C:31](=[O:50])[C@H:32]([CH:47]([CH3:49])[CH3:48])[NH:33][C:34]([N:36]([CH2:38][C:39]1[N:40]=[C:41]([CH:44]([CH3:46])[CH3:45])[S:42][CH:43]=1)[CH3:37])=[O:35])[CH2:9][C@H:10]([OH:29])[C@@H:11]([NH:19][C:20]([O:22][CH2:23][C:24]1[S:28][CH:27]=[N:26][CH:25]=1)=[O:21])[CH2:12][C:13]1[CH:18]=[CH:17][CH:16]=[CH:15][CH:14]=1)[C:2]1[CH:7]=[CH:6][CH:5]=[CH:4][CH:3]=1.[CH2:51]([S:55][CH2:56][CH:57]([CH3:59])[CH3:58])[CH:52]([CH3:54])[CH3:53].C(OOC(=O)C1C=CC=CC=1)(=O)C1C=CC=CC=1. (5) Given the product [C:23]([CH:22]([C:25]1[CH:26]=[CH:27][C:28]([O:31][C:32]([F:35])([F:33])[F:34])=[CH:29][CH:30]=1)[N:19]1[CH2:20][CH2:21][CH:16]([O:15][NH:6][C:7]([NH:43][C:40]2[CH:41]=[CH:42][C:37]([F:36])=[CH:38][CH:39]=2)=[O:14])[CH2:17][CH2:18]1)#[N:24], predict the reactants needed to synthesize it. The reactants are: O.NN.O=C1C2C(=CC=CC=2)[C:7](=[O:14])[N:6]1[O:15][CH:16]1[CH2:21][CH2:20][N:19]([CH:22]([C:25]2[CH:30]=[CH:29][C:28]([O:31][C:32]([F:35])([F:34])[F:33])=[CH:27][CH:26]=2)[C:23]#[N:24])[CH2:18][CH2:17]1.[F:36][C:37]1[CH:42]=[CH:41][C:40]([N:43]=C=O)=[CH:39][CH:38]=1. (6) Given the product [O:5]1[CH2:6][CH2:7][O:8][CH:4]1[CH2:3][CH:2]([C:11]1[N:16]=[CH:15][C:14]([F:17])=[CH:13][N:12]=1)[CH3:9], predict the reactants needed to synthesize it. The reactants are: Br[CH:2]([CH3:9])[CH2:3][CH:4]1[O:8][CH2:7][CH2:6][O:5]1.Cl[C:11]1[N:16]=[CH:15][C:14]([F:17])=[CH:13][N:12]=1. (7) Given the product [CH2:1]([O:8][C:9]1[C:18]([Br:19])=[CH:17][CH:16]=[C:15]2[C:10]=1[C:11]([C:21]([F:24])([F:22])[F:23])=[CH:12][C:13]([O:20][CH:27]([CH3:29])[CH3:28])=[N:14]2)[C:2]1[CH:7]=[CH:6][CH:5]=[CH:4][CH:3]=1, predict the reactants needed to synthesize it. The reactants are: [CH2:1]([O:8][C:9]1[C:18]([Br:19])=[CH:17][CH:16]=[C:15]2[C:10]=1[C:11]([C:21]([F:24])([F:23])[F:22])=[CH:12][C:13](=[O:20])[NH:14]2)[C:2]1[CH:7]=[CH:6][CH:5]=[CH:4][CH:3]=1.[F-].[Cs+].[CH:27](I)([CH3:29])[CH3:28].